The task is: Predict the product of the given reaction.. This data is from Forward reaction prediction with 1.9M reactions from USPTO patents (1976-2016). (1) Given the reactants [OH:1][C:2]1[CH:7]=[CH:6][C:5]([C:8]([O:10][CH3:11])=[O:9])=[CH:4][N:3]=1.[C:12]([O:16][C:17]([N:19]1[CH2:25][CH2:24][CH2:23][C@H:20]1[CH2:21]O)=[O:18])([CH3:15])([CH3:14])[CH3:13].C1C=CC(P(C2C=CC=CC=2)C2C=CC=CC=2)=CC=1.CC(OC(/N=N/C(OC(C)C)=O)=O)C, predict the reaction product. The product is: [C:12]([O:16][C:17]([N:19]1[CH2:25][CH2:24][CH2:23][CH:20]1[CH2:21][O:1][C:2]1[CH:7]=[CH:6][C:5]([C:8]([O:10][CH3:11])=[O:9])=[CH:4][N:3]=1)=[O:18])([CH3:15])([CH3:13])[CH3:14]. (2) Given the reactants [CH3:1][C@H:2]([NH:11][CH3:12])[C@@H:3]([OH:10])[C:4]1[CH:5]=[CH:6][CH:7]=[CH:8][CH:9]=1.Cl.C(C1C=NC=CN=1)(=O)C.C(NC1C=CC(O)=CC=1)(=O)C.C(O)C(O)C.OC[C@@H]([C@H]([C@@H]([C@@H](CO)O)O)O)O.C(O)[C@H]1O[C@H](O[C@]2(CO)O[C@H](CO)[C@@H](O)[C@@H]2O)[C@H](O)[C@@H](O)[C@@H]1O, predict the reaction product. The product is: [CH3:1][C@H:2]([NH:11][CH3:12])[C@@H:3]([OH:10])[C:4]1[CH:5]=[CH:6][CH:7]=[CH:8][CH:9]=1. (3) Given the reactants [CH3:1][S:2]([C:11]1[CH:16]=[CH:15][C:14]([N+:17]([O-])=O)=[CH:13][CH:12]=1)(=[N:4][C:5](=[O:10])[C:6]([F:9])([F:8])[F:7])=[O:3].C(OC(C)C)(C)C, predict the reaction product. The product is: [NH2:17][C:14]1[CH:13]=[CH:12][C:11]([S:2]([CH3:1])(=[N:4][C:5](=[O:10])[C:6]([F:9])([F:7])[F:8])=[O:3])=[CH:16][CH:15]=1.